This data is from Full USPTO retrosynthesis dataset with 1.9M reactions from patents (1976-2016). The task is: Predict the reactants needed to synthesize the given product. (1) Given the product [CH2:1]([O:3][C:4]([C:5]1[CH:10]=[N:12][C:13]2[C:14]([C:6]=1[OH:7])=[CH:15][C:16]([C:19]1([C:24]3[CH:25]=[CH:26][C:27]([Cl:30])=[CH:28][CH:29]=3)[O:20][CH2:21][CH2:22][O:23]1)=[CH:17][CH:18]=2)=[O:31])[CH3:2], predict the reactants needed to synthesize it. The reactants are: [CH2:1]([O:3][C:4](=[O:31])/[C:5](/[C:10]([NH:12][C:13]1[CH:18]=[CH:17][C:16]([C:19]2([C:24]3[CH:29]=[CH:28][C:27]([Cl:30])=[CH:26][CH:25]=3)[O:23][CH2:22][CH2:21][O:20]2)=[CH:15][CH:14]=1)=O)=[CH:6]\[O:7]CC)[CH3:2]. (2) Given the product [Cl:1][C:2]1[N:10]=[CH:9][CH:8]=[CH:7][C:3]=1[C:4]([N:13]([O:14][CH3:15])[CH3:12])=[O:5], predict the reactants needed to synthesize it. The reactants are: [Cl:1][C:2]1[N:10]=[CH:9][CH:8]=[CH:7][C:3]=1[C:4](O)=[O:5].Cl.[CH3:12][NH:13][O:14][CH3:15].C1C=CC2N(O)N=NC=2C=1.C(Cl)CCl.CN(C)C. (3) Given the product [CH3:13][O:12][C:10](=[O:11])[CH2:9][CH2:8][S:7][CH2:4][CH2:3][C:2]([F:6])([F:5])[F:1], predict the reactants needed to synthesize it. The reactants are: [F:1][C:2]([F:6])([F:5])[CH:3]=[CH2:4].[SH:7][CH2:8][CH2:9][C:10]([O:12][CH3:13])=[O:11].COC(OC)(C1C=CC=CC=1)C(C1C=CC=CC=1)=O.